Dataset: Forward reaction prediction with 1.9M reactions from USPTO patents (1976-2016). Task: Predict the product of the given reaction. (1) The product is: [C:38]([NH:1][C:2]1[C:3]([F:31])=[C:4]([CH:26]=[CH:27][C:28]=1[C:29]#[N:30])[C:5]([NH:7][C:8]1[C:9]([CH3:25])=[CH:10][C:11]([C:15]([F:24])([C:20]([F:21])([F:22])[F:23])[C:16]([F:18])([F:17])[F:19])=[CH:12][C:13]=1[CH3:14])=[O:6])(=[O:45])[C:39]1[CH:44]=[CH:43][CH:42]=[CH:41][CH:40]=1. Given the reactants [NH2:1][C:2]1[C:3]([F:31])=[C:4]([CH:26]=[CH:27][C:28]=1[C:29]#[N:30])[C:5]([NH:7][C:8]1[C:13]([CH3:14])=[CH:12][C:11]([C:15]([F:24])([C:20]([F:23])([F:22])[F:21])[C:16]([F:19])([F:18])[F:17])=[CH:10][C:9]=1[CH3:25])=[O:6].N1C=CC=CC=1.[C:38](Cl)(=[O:45])[C:39]1[CH:44]=[CH:43][CH:42]=[CH:41][CH:40]=1, predict the reaction product. (2) Given the reactants [CH3:1][C:2]1([CH3:22])[C:6]([CH3:8])([CH3:7])[O:5][B:4]([C:9]2[CH2:14][CH2:13][N:12]([C:15]3[N:20]=[CH:19][N:18]=[C:17]([OH:21])[N:16]=3)[CH2:11][CH:10]=2)[O:3]1.Cl[CH2:24][C:25]1[S:26][C:27]([C:30]([F:33])([F:32])[F:31])=[CH:28][CH:29]=1, predict the reaction product. The product is: [CH3:8][C:6]1([CH3:7])[C:2]([CH3:22])([CH3:1])[O:3][B:4]([C:9]2[CH2:14][CH2:13][N:12]([C:15]3[N:20]=[CH:19][N:18]([CH2:24][C:25]4[S:26][C:27]([C:30]([F:33])([F:32])[F:31])=[CH:28][CH:29]=4)[C:17](=[O:21])[N:16]=3)[CH2:11][CH:10]=2)[O:5]1. (3) Given the reactants [CH3:1][N:2]1[C:6]([S:7][C:8]2[N:16]=[CH:15][N:14]=[C:10]3[N:11]=[CH:12][N-:13][C:9]=23)=[C:5]([N+:17]([O-:19])=[O:18])[N:4]=[CH:3]1.[Na+].CC[C@@H]1NC(=O)[C@H]([C@H](O)[C@@H](C/C=C/C)C)N(C)C(=O)[C@H](C(C)C)N(C)C(=O)[C@H](CC(C)C)N(C)C(=O)[C@H](CC(C)C)N(C)C(=O)[C@@H](C)NC(=O)[C@H](C)NC(=O)[C@H](CC(C)C)N(C)C(=O)[C@H](C(C)C)NC(=O)[C@H](CC(C)C)N(C)C(=O)CN(C)C1=O.C1C(CCNS(C2C=CC(Cl)=CC=2)(=O)=O)=CC=C(CC(O)=O)C=1.C(CCC(NC(O)C(NCCCCNCCCN)=O)=O)CCCNC(N)=N.Cl.C[C@H]1[C@@]2(O)O[C@H](C[C@H](OC)C(C)=CC=CC=C[C@@H](C)C[C@@H](C)C([C@H](OC)[C@H](O)C(C)=C[C@@H](C)C(C[C@@H]([C@@H](C[C@H]3C[C@@H](OC)[C@H](O)CC3)C)OC([C@H]3N(C(C2=O)=O)CCCC3)=O)=O)=O)CC1.C[C@H]1CC(C)=C[C@@H](CC=C)C(=O)C[C@H](O)[C@@H](C)[C@@H](/C(/C)=C/[C@H]2C[C@@H](OC)[C@H](O)CC2)OC(=O)[C@H]2N(CCCC2)C(=O)C(=O)[C@]2(O)O[C@@H]([C@@H](OC)C[C@H]2C)[C@@H](OC)C1, predict the reaction product. The product is: [CH3:1][N:2]1[C:6]([S:7][C:8]2[N:16]=[CH:15][N:14]=[C:10]3[N:11]=[CH:12][NH:13][C:9]=23)=[C:5]([N+:17]([O-:19])=[O:18])[N:4]=[CH:3]1. (4) The product is: [OH:1][C:2]1[CH:3]=[C:4]([CH:8]=[CH:9][C:10]=1[O:11][CH3:12])[C:5]([O:7][CH2:23][CH3:24])=[O:6]. Given the reactants [OH:1][C:2]1[CH:3]=[C:4]([CH:8]=[CH:9][C:10]=1[O:11][CH3:12])[C:5]([OH:7])=[O:6].OS(O)(=O)=O.C([O-])(O)=O.[Na+].[CH3:23][CH2:24]O, predict the reaction product.